This data is from NCI-60 drug combinations with 297,098 pairs across 59 cell lines. The task is: Regression. Given two drug SMILES strings and cell line genomic features, predict the synergy score measuring deviation from expected non-interaction effect. (1) Drug 1: CC12CCC3C(C1CCC2=O)CC(=C)C4=CC(=O)C=CC34C. Drug 2: CCC1(C2=C(COC1=O)C(=O)N3CC4=CC5=C(C=CC(=C5CN(C)C)O)N=C4C3=C2)O.Cl. Cell line: SNB-19. Synergy scores: CSS=41.2, Synergy_ZIP=-3.05, Synergy_Bliss=-4.66, Synergy_Loewe=-15.3, Synergy_HSA=-2.24. (2) Synergy scores: CSS=16.9, Synergy_ZIP=-0.166, Synergy_Bliss=1.70, Synergy_Loewe=0.485, Synergy_HSA=1.08. Drug 2: C1CCC(C(C1)N)N.C(=O)(C(=O)[O-])[O-].[Pt+4]. Cell line: NCI-H460. Drug 1: CC1CCC2CC(C(=CC=CC=CC(CC(C(=O)C(C(C(=CC(C(=O)CC(OC(=O)C3CCCCN3C(=O)C(=O)C1(O2)O)C(C)CC4CCC(C(C4)OC)OCCO)C)C)O)OC)C)C)C)OC. (3) Drug 1: CC1=C(C=C(C=C1)C(=O)NC2=CC(=CC(=C2)C(F)(F)F)N3C=C(N=C3)C)NC4=NC=CC(=N4)C5=CN=CC=C5. Drug 2: CC1=C(C(=CC=C1)Cl)NC(=O)C2=CN=C(S2)NC3=CC(=NC(=N3)C)N4CCN(CC4)CCO. Cell line: UACC62. Synergy scores: CSS=-3.13, Synergy_ZIP=3.49, Synergy_Bliss=1.92, Synergy_Loewe=-11.8, Synergy_HSA=-8.07. (4) Drug 1: CN1C2=C(C=C(C=C2)N(CCCl)CCCl)N=C1CCCC(=O)O.Cl. Drug 2: CCN(CC)CCCC(C)NC1=C2C=C(C=CC2=NC3=C1C=CC(=C3)Cl)OC. Cell line: MALME-3M. Synergy scores: CSS=0.174, Synergy_ZIP=-0.709, Synergy_Bliss=-1.79, Synergy_Loewe=-2.69, Synergy_HSA=-3.22. (5) Drug 1: C#CCC(CC1=CN=C2C(=N1)C(=NC(=N2)N)N)C3=CC=C(C=C3)C(=O)NC(CCC(=O)O)C(=O)O. Cell line: SF-295. Drug 2: CC1CCCC2(C(O2)CC(NC(=O)CC(C(C(=O)C(C1O)C)(C)C)O)C(=CC3=CSC(=N3)C)C)C. Synergy scores: CSS=35.6, Synergy_ZIP=1.54, Synergy_Bliss=2.18, Synergy_Loewe=-0.773, Synergy_HSA=-0.687. (6) Cell line: UO-31. Synergy scores: CSS=12.2, Synergy_ZIP=-4.35, Synergy_Bliss=-2.56, Synergy_Loewe=-0.435, Synergy_HSA=0.707. Drug 1: C1CCC(CC1)NC(=O)N(CCCl)N=O. Drug 2: CC1=C(N=C(N=C1N)C(CC(=O)N)NCC(C(=O)N)N)C(=O)NC(C(C2=CN=CN2)OC3C(C(C(C(O3)CO)O)O)OC4C(C(C(C(O4)CO)O)OC(=O)N)O)C(=O)NC(C)C(C(C)C(=O)NC(C(C)O)C(=O)NCCC5=NC(=CS5)C6=NC(=CS6)C(=O)NCCC[S+](C)C)O. (7) Drug 1: CS(=O)(=O)CCNCC1=CC=C(O1)C2=CC3=C(C=C2)N=CN=C3NC4=CC(=C(C=C4)OCC5=CC(=CC=C5)F)Cl. Drug 2: C1C(C(OC1N2C=NC(=NC2=O)N)CO)O. Cell line: HT29. Synergy scores: CSS=4.64, Synergy_ZIP=-2.17, Synergy_Bliss=3.35, Synergy_Loewe=-5.58, Synergy_HSA=0.518. (8) Drug 1: CC1=CC2C(CCC3(C2CCC3(C(=O)C)OC(=O)C)C)C4(C1=CC(=O)CC4)C. Drug 2: C1=NNC2=C1C(=O)NC=N2. Cell line: SR. Synergy scores: CSS=2.71, Synergy_ZIP=1.53, Synergy_Bliss=-0.209, Synergy_Loewe=0.0101, Synergy_HSA=-1.13.